Task: Predict the reaction yield, written as a fraction of the theoretical maximum amount of product (1.0 means a 100% yield; for example, 0.34 means a 34% yield).. Dataset: Reaction yield outcomes from USPTO patents with 853,638 reactions (1) The reactants are [N:1]1([CH2:6][CH2:7][CH2:8][O:9][C:10]2[CH:15]=[CH:14][C:13]([C:16]3([C:22]([OH:24])=O)[CH2:21][CH2:20][CH2:19][CH2:18][CH2:17]3)=[CH:12][CH:11]=2)[CH2:5][CH2:4][CH2:3][CH2:2]1.[OH:25][CH:26]1[CH2:31][CH2:30][NH:29][CH2:28][CH2:27]1. No catalyst specified. The product is [N:1]1([CH2:6][CH2:7][CH2:8][O:9][C:10]2[CH:11]=[CH:12][C:13]([C:16]3([C:22]([N:29]4[CH2:30][CH2:31][CH:26]([OH:25])[CH2:27][CH2:28]4)=[O:24])[CH2:17][CH2:18][CH2:19][CH2:20][CH2:21]3)=[CH:14][CH:15]=2)[CH2:5][CH2:4][CH2:3][CH2:2]1. The yield is 0.160. (2) The reactants are Br[C:2]1[CH:3]=[C:4]([NH:11][C:12]2[CH:24]=[C:15]3[CH2:16][N:17]([CH2:20][CH2:21][O:22][CH3:23])[CH2:18][CH2:19][N:14]3[N:13]=2)[C:5](=[O:10])[N:6]([CH3:9])[C:7]=1[CH3:8].[C:25]([O:28][CH2:29][C:30]1[C:31]([N:45]2[CH2:56][CH2:55][N:54]3[C:47](=[CH:48][C:49]4[CH2:50][C:51]([CH3:58])([CH3:57])[CH2:52][C:53]=43)[C:46]2=[O:59])=[N:32][CH:33]=[CH:34][C:35]=1B1OC(C)(C)C(C)(C)O1)(=[O:27])[CH3:26].[O-]P([O-])([O-])=O.[K+].[K+].[K+].C([O-])(=O)C.[Na+]. The catalyst is C1C=CC(P(C2C=CC=CC=2)[C-]2C=CC=C2)=CC=1.C1C=CC(P(C2C=CC=CC=2)[C-]2C=CC=C2)=CC=1.Cl[Pd]Cl.[Fe+2].C(#N)C.O. The product is [C:25]([O:28][CH2:29][C:30]1[C:31]([N:45]2[CH2:56][CH2:55][N:54]3[C:47](=[CH:48][C:49]4[CH2:50][C:51]([CH3:58])([CH3:57])[CH2:52][C:53]=43)[C:46]2=[O:59])=[N:32][CH:33]=[CH:34][C:35]=1[C:2]1[CH:3]=[C:4]([NH:11][C:12]2[CH:24]=[C:15]3[CH2:16][N:17]([CH2:20][CH2:21][O:22][CH3:23])[CH2:18][CH2:19][N:14]3[N:13]=2)[C:5](=[O:10])[N:6]([CH3:9])[C:7]=1[CH3:8])(=[O:27])[CH3:26]. The yield is 0.450. (3) The reactants are C([N:3](CC)CC)C.[Cl:8][C:9]1[CH:10]=[C:11]([CH2:15][CH:16]([OH:35])/[CH:17]=[CH:18]/[C@H:19]2[CH2:24][CH2:23][CH2:22][C:21](=[O:25])[N:20]2[CH2:26][CH2:27][CH2:28][CH2:29][O:30][CH2:31][C:32](O)=[O:33])[CH:12]=[CH:13][CH:14]=1.ClC(OCC)=O.N.C([O-])(O)=O.[Na+]. The catalyst is C(Cl)Cl. The product is [Cl:8][C:9]1[CH:10]=[C:11]([CH2:15][CH:16]([OH:35])/[CH:17]=[CH:18]/[C@H:19]2[CH2:24][CH2:23][CH2:22][C:21](=[O:25])[N:20]2[CH2:26][CH2:27][CH2:28][CH2:29][O:30][CH2:31][C:32]([NH2:3])=[O:33])[CH:12]=[CH:13][CH:14]=1. The yield is 0.110. (4) The reactants are [Br:1][C:2]1[CH:16]=[C:15](/[CH:17]=[CH:18]/[CH:19]([C:24]2[CH:29]=[C:28]([Cl:30])[C:27]([Cl:31])=[C:26]([Cl:32])[CH:25]=2)[C:20]([F:23])([F:22])[F:21])[CH:14]=[CH:13][C:3]=1[C:4]([NH:6][CH:7]1[CH2:12][CH2:11][NH:10][CH2:9][CH2:8]1)=[O:5].Br[CH2:34][C:35]#[N:36]. The catalyst is C1COCC1.C(OCC)(=O)C. The product is [Br:1][C:2]1[CH:16]=[C:15](/[CH:17]=[CH:18]/[CH:19]([C:24]2[CH:25]=[C:26]([Cl:32])[C:27]([Cl:31])=[C:28]([Cl:30])[CH:29]=2)[C:20]([F:23])([F:21])[F:22])[CH:14]=[CH:13][C:3]=1[C:4]([NH:6][CH:7]1[CH2:12][CH2:11][N:10]([CH2:34][C:35]#[N:36])[CH2:9][CH2:8]1)=[O:5]. The yield is 0.468.